The task is: Predict the product of the given reaction.. This data is from Forward reaction prediction with 1.9M reactions from USPTO patents (1976-2016). (1) Given the reactants CC(C)([O-])C.[K+].[N:7]1([CH2:12][CH2:13][OH:14])[CH2:11][CH2:10][CH2:9][CH2:8]1.[Br:15][C:16]1[CH:23]=[CH:22][CH:21]=[CH:20][C:17]=1[CH2:18]Br.O, predict the reaction product. The product is: [Br:15][C:16]1[CH:23]=[CH:22][CH:21]=[CH:20][C:17]=1[CH2:18][O:14][CH2:13][CH2:12][N:7]1[CH2:11][CH2:10][CH2:9][CH2:8]1. (2) Given the reactants [C:1]([C:9]1[C:10](=[O:20])[N:11]([CH3:19])[C:12](=[O:18])[N:13]([CH3:17])[C:14]=1[CH2:15]Br)(=O)[C:2]1[CH:7]=[CH:6][CH:5]=[CH:4][CH:3]=1.[NH2:21][C:22]1[CH:27]=[C:26]([N+:28]([O-:30])=[O:29])[CH:25]=[CH:24][C:23]=1[OH:31], predict the reaction product. The product is: [OH:31][C:23]1[CH:24]=[CH:25][C:26]([N+:28]([O-:30])=[O:29])=[CH:27][C:22]=1[N:21]1[C:1]([C:2]2[CH:7]=[CH:6][CH:5]=[CH:4][CH:3]=2)=[C:9]2[C:14]([N:13]([CH3:17])[C:12](=[O:18])[N:11]([CH3:19])[C:10]2=[O:20])=[CH:15]1.